Predict the reaction yield, written as a fraction of the theoretical maximum amount of product (1.0 means a 100% yield; for example, 0.34 means a 34% yield). From a dataset of Reaction yield outcomes from USPTO patents with 853,638 reactions. (1) The reactants are Cl.Cl.[CH3:3][N:4]([CH3:9])[CH:5]1[CH2:8][NH:7][CH2:6]1.F[C:11]1[C:16]([N+:17]([O-:19])=[O:18])=[CH:15][C:14]([NH:20][C:21]2[N:26]=[C:25]([C:27]3[C:35]4[C:30](=[CH:31][CH:32]=[CH:33][CH:34]=4)[N:29]([CH3:36])[CH:28]=3)[C:24]([CH3:37])=[CH:23][N:22]=2)=[C:13]([O:38][CH3:39])[CH:12]=1.CCN(C(C)C)C(C)C. The catalyst is FC(F)(F)CO. The product is [CH3:3][N:4]([CH3:9])[CH:5]1[CH2:8][N:7]([C:11]2[C:16]([N+:17]([O-:19])=[O:18])=[CH:15][C:14]([NH:20][C:21]3[N:26]=[C:25]([C:27]4[C:35]5[C:30](=[CH:31][CH:32]=[CH:33][CH:34]=5)[N:29]([CH3:36])[CH:28]=4)[C:24]([CH3:37])=[CH:23][N:22]=3)=[C:13]([O:38][CH3:39])[CH:12]=2)[CH2:6]1. The yield is 0.710. (2) The yield is 0.700. The reactants are FC(F)(F)S(O[C:7]1[CH2:11][C@@H:10]([CH2:12][O:13][Si:14]([C:17]([CH3:20])([CH3:19])[CH3:18])([CH3:16])[CH3:15])[N:9]([C:21](=[O:44])[C:22]2[CH:27]=[C:26]([O:28][CH3:29])[C:25]([O:30][Si:31]([CH:38]([CH3:40])[CH3:39])([CH:35]([CH3:37])[CH3:36])[CH:32]([CH3:34])[CH3:33])=[CH:24][C:23]=2[N+:41]([O-:43])=[O:42])[CH:8]=1)(=O)=O.[CH:47](/B(O)O)=[CH:48]\[CH3:49].P([O-])([O-])([O-])=O.[K+].[K+].[K+].C(OCC)(=O)C. The catalyst is O1CCOCC1.C1C=CC([P]([Pd]([P](C2C=CC=CC=2)(C2C=CC=CC=2)C2C=CC=CC=2)([P](C2C=CC=CC=2)(C2C=CC=CC=2)C2C=CC=CC=2)[P](C2C=CC=CC=2)(C2C=CC=CC=2)C2C=CC=CC=2)(C2C=CC=CC=2)C2C=CC=CC=2)=CC=1.O. The product is [Si:14]([O:13][CH2:12][C@@H:10]1[CH2:11][C:7](/[CH:47]=[CH:48]/[CH3:49])=[CH:8][N:9]1[C:21]([C:22]1[CH:27]=[C:26]([O:28][CH3:29])[C:25]([O:30][Si:31]([CH:32]([CH3:34])[CH3:33])([CH:38]([CH3:39])[CH3:40])[CH:35]([CH3:36])[CH3:37])=[CH:24][C:23]=1[N+:41]([O-:43])=[O:42])=[O:44])([C:17]([CH3:18])([CH3:19])[CH3:20])([CH3:16])[CH3:15]. (3) The reactants are C([O:8][C:9](=[O:26])[CH2:10][N:11]1[CH2:16][CH2:15][CH2:14][C@@H:13]([NH:17][C:18]([O:20][C:21]([CH3:24])([CH3:23])[CH3:22])=[O:19])[C:12]1=[O:25])C1C=CC=CC=1.[H][H]. The catalyst is [Pd].C(O)C. The product is [C:21]([O:20][C:18]([NH:17][C@@H:13]1[CH2:14][CH2:15][CH2:16][N:11]([CH2:10][C:9]([OH:26])=[O:8])[C:12]1=[O:25])=[O:19])([CH3:24])([CH3:22])[CH3:23]. The yield is 0.950. (4) The reactants are [F:1][C:2]([F:24])([F:23])[C:3]1[CH:22]=[CH:21][C:6]([CH2:7][CH:8]2[CH2:13][CH2:12][N:11](C(OC(C)(C)C)=O)[CH2:10][CH2:9]2)=[CH:5][CH:4]=1.[ClH:25]. The catalyst is O1CCOCC1. The product is [ClH:25].[F:24][C:2]([F:1])([F:23])[C:3]1[CH:4]=[CH:5][C:6]([CH2:7][CH:8]2[CH2:13][CH2:12][NH:11][CH2:10][CH2:9]2)=[CH:21][CH:22]=1. The yield is 0.850.